Dataset: KCNQ2 potassium channel screen with 302,405 compounds. Task: Binary Classification. Given a drug SMILES string, predict its activity (active/inactive) in a high-throughput screening assay against a specified biological target. (1) The compound is OC1=C(C(N(C1=O)c1noc(c1)C)c1ccc([N+]([O-])=O)cc1)C(=O)c1oc(cc1)C. The result is 0 (inactive). (2) The drug is O=C1N(C(=O)N(C1CC(=O)Nc1ccc(cc1)C(OC)=O)CC(C)C)c1ccc(cc1)C. The result is 0 (inactive). (3) The molecule is FC(F)(F)C(NC(=O)C1CCCCC1)(NCCCN1CCOCC1)C(F)(F)F. The result is 0 (inactive). (4) The molecule is N1(CCC(/CC1)=C1\c2c(C=Cc3c1cccc3)cccc2)C. The result is 0 (inactive). (5) The molecule is O=c1nc([nH]c(c1)C)/N=C(\Nc1cc(ccc1)C)N. The result is 0 (inactive). (6) The molecule is O1CCN(CCN2C(C(=C(O)C2=O)C(=O)c2oc(cc2)C)c2c(OC)c(OC)ccc2)CC1. The result is 0 (inactive). (7) The drug is Clc1cc(N2C(=O)C(CC2=O)Cn2nc(cc2C)C)ccc1C. The result is 0 (inactive). (8) The drug is O1c2n(nc3c2ccc(C(=O)NC(C(C)C)CO)c3)c2c(C1)cccc2. The result is 0 (inactive). (9) The molecule is O=c1n(c2nc[nH]c2c(=O)n1Cc1ccccc1)c1c(ccc(c1)C(OC)=O)C. The result is 0 (inactive). (10) The compound is Clc1ccc(NC(=O)CCCC(O)=O)cc1. The result is 0 (inactive).